Predict the product of the given reaction. From a dataset of Forward reaction prediction with 1.9M reactions from USPTO patents (1976-2016). (1) Given the reactants [C:1](N1C=NC=N1)(N1C=NC=N1)=[O:2].[Br:13][C:14]1[N:18]([CH3:19])[N:17]=[CH:16][C:15]=1[C:20]1[N:21]=[C:22]([CH3:28])[N:23]([NH:25][CH:26]=[NH:27])[CH:24]=1, predict the reaction product. The product is: [Br:13][C:14]1[N:18]([CH3:19])[N:17]=[CH:16][C:15]=1[C:20]1[N:21]=[C:22]([CH3:28])[N:23]2[C:24]=1[C:1](=[O:2])[NH:27][CH:26]=[N:25]2. (2) Given the reactants [OH:1][C:2]1[C:3]([CH3:24])=[C:4]2[C:9](=[C:10]([CH3:13])[C:11]=1[CH3:12])[O:8][C:7]([CH3:23])([C:14]([NH:16][CH2:17][CH2:18][O:19][CH2:20][CH2:21][OH:22])=[O:15])[CH2:6][CH2:5]2.[O:25]=[N+]([O-])[O-].[O-][N+](=O)[O-].[O-][N+](=O)[O-].[O-][N+](=O)[O-].[O-][N+](=O)[O-].[O-][N+](=O)[O-].[Ce+4].[NH4+].[NH4+], predict the reaction product. The product is: [OH:25][C:7]([CH3:23])([CH2:6][CH2:5][C:4]1[C:9](=[O:8])[C:10]([CH3:13])=[C:11]([CH3:12])[C:2](=[O:1])[C:3]=1[CH3:24])[C:14]([NH:16][CH2:17][CH2:18][O:19][CH2:20][CH2:21][OH:22])=[O:15]. (3) Given the reactants [N:1]([C:4]1([C:10]([O:12][CH3:13])=[O:11])[CH2:9][CH2:8][CH2:7][CH2:6][CH2:5]1)=[C:2]=[O:3].[F:14][C:15]([F:24])([F:23])[C:16]1[CH:22]=[CH:21][C:19]([NH2:20])=[CH:18][CH:17]=1, predict the reaction product. The product is: [F:14][C:15]([F:23])([F:24])[C:16]1[CH:17]=[CH:18][C:19]([NH:20][C:2]([NH:1][C:4]2([C:10]([O:12][CH3:13])=[O:11])[CH2:9][CH2:8][CH2:7][CH2:6][CH2:5]2)=[O:3])=[CH:21][CH:22]=1. (4) Given the reactants CC1(C)[O:7][C:6](=[O:8])[CH2:5][C:4](=[O:9])O1.[CH:11]([NH:14][C:15]1[CH:22]=[CH:21][CH:20]=[CH:19][C:16]=1[CH:17]=O)([CH3:13])[CH3:12].C(O)(=O)C.C(N)CN, predict the reaction product. The product is: [CH:11]([N:14]1[C:15]2[C:16](=[CH:19][CH:20]=[CH:21][CH:22]=2)[CH:17]=[C:5]([C:6]([OH:7])=[O:8])[C:4]1=[O:9])([CH3:13])[CH3:12]. (5) Given the reactants [CH2:1]([C:3]1[N:4]([C:28]2[CH:33]=[CH:32][C:31]([OH:34])=[CH:30][CH:29]=2)[C:5](=[O:27])[C:6]([CH2:12][C:13]2[CH:18]=[CH:17][C:16]([C:19]3[C:20]([C:25]#[N:26])=[CH:21][CH:22]=[CH:23][CH:24]=3)=[CH:15][CH:14]=2)=[C:7]([CH2:9][CH2:10][CH3:11])[N:8]=1)[CH3:2].[Si](O[CH:43]1[CH2:47][CH2:46][CH:45]([OH:48])[CH2:44]1)(C(C)(C)C)(C)C.C1(P(C2C=CC=CC=2)C2C=CC=CC=2)C=CC=CC=1.[N:69]([C:70]([O:72]C(C)C)=[O:71])=[N:69][C:70]([O:72]C(C)C)=[O:71], predict the reaction product. The product is: [CH2:1]([C:3]1[N:4]([C:28]2[CH:33]=[CH:32][C:31]([O:34][CH:47]3[CH2:43][CH2:44][CH:45]([OH:48])[CH2:46]3)=[CH:30][CH:29]=2)[C:5](=[O:27])[C:6]([CH2:12][C:13]2[CH:18]=[CH:17][C:16]([C:19]3[CH:24]=[CH:23][CH:22]=[CH:21][C:20]=3[C:25]3[NH:69][C:70](=[O:71])[O:72][N:26]=3)=[CH:15][CH:14]=2)=[C:7]([CH2:9][CH2:10][CH3:11])[N:8]=1)[CH3:2]. (6) Given the reactants [CH:1]1([CH2:6][C@H:7]([C:19]2[CH:24]=[CH:23][C:22]([S:25]([CH3:28])(=[O:27])=[O:26])=[CH:21][CH:20]=2)[C:8]([NH:10][C:11]2[S:12][C:13]([S:16][C:17]#N)=[CH:14][N:15]=2)=[O:9])[CH2:5][CH2:4][CH2:3][CH2:2]1.CI, predict the reaction product. The product is: [CH:1]1([CH2:6][C@H:7]([C:19]2[CH:20]=[CH:21][C:22]([S:25]([CH3:28])(=[O:27])=[O:26])=[CH:23][CH:24]=2)[C:8]([NH:10][C:11]2[S:12][C:13]([S:16][CH3:17])=[CH:14][N:15]=2)=[O:9])[CH2:5][CH2:4][CH2:3][CH2:2]1. (7) Given the reactants [Br:1][C:2]1[CH:3]=[C:4]([CH:9]=[CH:10][C:11]=1I)[C:5]([O:7][CH3:8])=[O:6].[CH3:13][O:14][C:15]1[CH:20]=[CH:19][CH:18]=[C:17]([O:21][CH3:22])[C:16]=1B(O)O.C(=O)([O-])[O-].[Cs+].[Cs+], predict the reaction product. The product is: [Br:1][C:2]1[CH:3]=[C:4]([C:5]([O:7][CH3:8])=[O:6])[CH:9]=[CH:10][C:11]=1[C:16]1[C:15]([O:14][CH3:13])=[CH:20][CH:19]=[CH:18][C:17]=1[O:21][CH3:22].